The task is: Regression. Given two drug SMILES strings and cell line genomic features, predict the synergy score measuring deviation from expected non-interaction effect.. This data is from NCI-60 drug combinations with 297,098 pairs across 59 cell lines. Synergy scores: CSS=40.8, Synergy_ZIP=3.89, Synergy_Bliss=2.42, Synergy_Loewe=-24.5, Synergy_HSA=0.427. Drug 2: C1=NC2=C(N1)C(=S)N=C(N2)N. Drug 1: CC1=C(C=C(C=C1)NC2=NC=CC(=N2)N(C)C3=CC4=NN(C(=C4C=C3)C)C)S(=O)(=O)N.Cl. Cell line: NCI-H460.